Dataset: Choline transporter screen with 302,306 compounds. Task: Binary Classification. Given a drug SMILES string, predict its activity (active/inactive) in a high-throughput screening assay against a specified biological target. (1) The result is 0 (inactive). The drug is S(Cc1oc(cc1)C(OC)=O)c1nc([nH]n1)C. (2) The compound is S(CCC(N)C(=O)N1CCC(CC1)C(=O)NC(C(C)C)C(=O)NCc1ccc(OC)cc1)C. The result is 0 (inactive). (3) The molecule is S(C(CC)C)c1nc2n([nH]cc2c(=O)n1)c1ccc(F)cc1. The result is 0 (inactive). (4) The molecule is s1c(NC(=O)C2N(CCC2)C(=O)Nc2ccccc2)nnc1C(C)C. The result is 0 (inactive). (5) The molecule is o1c(c2nc3n(c2/N=C\c2cc(OC)c(OC)cc2)cccc3)ccc1. The result is 0 (inactive). (6) The compound is S(c1n(c(nn1)c1nccnc1)C)Cc1cc(F)ccc1. The result is 0 (inactive). (7) The molecule is Clc1cc2NC(NS(=O)(=O)c2cc1S(=O)(=O)N)C1C2CC(C1)C=C2. The result is 0 (inactive). (8) The compound is n1(CCC)c2c(nc1Nc1c(cccc1)C)cccc2. The result is 0 (inactive). (9) The drug is O=C(NCCN1CCc2c(C1)cccc2)CCc1onc(n1)c1ccc(cc1)C. The result is 0 (inactive). (10) The compound is O(c1c(c(OC)cc(C(=O)NC(c2ccc(n3ccnc3)cc2)C)c1)C)C. The result is 0 (inactive).